From a dataset of Reaction yield outcomes from USPTO patents with 853,638 reactions. Predict the reaction yield, written as a fraction of the theoretical maximum amount of product (1.0 means a 100% yield; for example, 0.34 means a 34% yield). The reactants are CC(OC(/N=N/C(OC(C)C)=O)=O)C.Cl[C:16]1[C:25]2[C:20](=[CH:21][C:22]([CH2:26][OH:27])=[CH:23][CH:24]=2)[N:19]=[C:18]([CH3:28])[CH:17]=1.C1(P(C2C=CC=CC=2)C2C=CC=CC=2)C=CC=CC=1.[F:48][C:49]1[CH:54]=[CH:53][C:52](O)=[CH:51][CH:50]=1.[NH:56]1[CH2:60][CH2:59][CH2:58][CH2:57]1. The catalyst is ClCCl. The product is [F:48][C:49]1[CH:54]=[CH:53][C:52]([O:27][CH2:26][C:22]2[CH:21]=[C:20]3[C:25]([C:16]([N:56]4[CH2:60][CH2:59][CH2:58][CH2:57]4)=[CH:17][C:18]([CH3:28])=[N:19]3)=[CH:24][CH:23]=2)=[CH:51][CH:50]=1. The yield is 0.410.